Task: Regression. Given a peptide amino acid sequence and an MHC pseudo amino acid sequence, predict their binding affinity value. This is MHC class I binding data.. Dataset: Peptide-MHC class I binding affinity with 185,985 pairs from IEDB/IMGT (1) The peptide sequence is KIMEIVSHL. The MHC is HLA-A02:02 with pseudo-sequence HLA-A02:02. The binding affinity (normalized) is 0.596. (2) The peptide sequence is LTDTEYRAR. The MHC is HLA-A33:01 with pseudo-sequence HLA-A33:01. The binding affinity (normalized) is 0. (3) The peptide sequence is SLYPPCLFK. The MHC is HLA-A30:01 with pseudo-sequence HLA-A30:01. The binding affinity (normalized) is 0.574. (4) The peptide sequence is RLRDLLLIVTR. The MHC is HLA-A26:01 with pseudo-sequence HLA-A26:01. The binding affinity (normalized) is 0.0561. (5) The peptide sequence is TGHPWITFK. The MHC is HLA-A11:01 with pseudo-sequence HLA-A11:01. The binding affinity (normalized) is 0.560.